This data is from Forward reaction prediction with 1.9M reactions from USPTO patents (1976-2016). The task is: Predict the product of the given reaction. Given the reactants Cl[C:2]1[C:11]2[C:6](=[CH:7][CH:8]=[CH:9][CH:10]=2)[NH:5]/[C:4](=[C:12]2/[C:13]([CH2:18][CH2:19][CH3:20])=[N:14][NH:15][C:16]/2=[O:17])/[CH:3]=1.[CH3:21][S:22]([NH:25][C:26]1[CH:27]=[C:28](B(O)O)[CH:29]=[CH:30][CH:31]=1)(=[O:24])=[O:23], predict the reaction product. The product is: [O:17]=[C:16]1[NH:15][N:14]=[C:13]([CH2:18][CH2:19][CH3:20])/[C:12]/1=[C:4]1/[NH:5][C:6]2[C:11]([C:2]([C:30]3[CH:31]=[C:26]([NH:25][S:22]([CH3:21])(=[O:23])=[O:24])[CH:27]=[CH:28][CH:29]=3)=[CH:3]/1)=[CH:10][CH:9]=[CH:8][CH:7]=2.